From a dataset of NCI-60 drug combinations with 297,098 pairs across 59 cell lines. Regression. Given two drug SMILES strings and cell line genomic features, predict the synergy score measuring deviation from expected non-interaction effect. Drug 1: CCN(CC)CCCC(C)NC1=C2C=C(C=CC2=NC3=C1C=CC(=C3)Cl)OC. Drug 2: C(CCl)NC(=O)N(CCCl)N=O. Cell line: HOP-62. Synergy scores: CSS=38.3, Synergy_ZIP=4.71, Synergy_Bliss=7.14, Synergy_Loewe=-13.8, Synergy_HSA=0.473.